From a dataset of Forward reaction prediction with 1.9M reactions from USPTO patents (1976-2016). Predict the product of the given reaction. (1) Given the reactants [S:1]1[C:5]2[CH:6]=[CH:7][CH:8]=[CH:9][C:4]=2[N:3]=[C:2]1[NH:10][C:11]([O:13][CH2:14][C@@H:15]([N:33]([CH3:46])[C:34]([NH:36][CH2:37][C:38]1[CH:43]=[CH:42][CH:41]=[C:40]([F:44])[C:39]=1[Cl:45])=[O:35])[CH2:16][CH2:17][C:18]([N:20]1[CH2:25][CH2:24][N:23](C(OC(C)(C)C)=O)[CH2:22][CH2:21]1)=[O:19])=[O:12].C(O)(C(F)(F)F)=O, predict the reaction product. The product is: [S:1]1[C:5]2[CH:6]=[CH:7][CH:8]=[CH:9][C:4]=2[N:3]=[C:2]1[NH:10][C:11](=[O:12])[O:13][CH2:14][C@@H:15]([N:33]([CH3:46])[C:34]([NH:36][CH2:37][C:38]1[CH:43]=[CH:42][CH:41]=[C:40]([F:44])[C:39]=1[Cl:45])=[O:35])[CH2:16][CH2:17][C:18](=[O:19])[N:20]1[CH2:25][CH2:24][NH:23][CH2:22][CH2:21]1. (2) Given the reactants [OH-].[Na+].[F:3][C:4]1[CH:5]=[CH:6][C:7]([C:28]2[C:33]([CH3:34])=[CH:32][C:31]([CH2:35][CH2:36][C:37]([OH:40])([CH3:39])[CH3:38])=[CH:30][C:29]=2[CH3:41])=[C:8]2[C:12]=1[C@H:11]([O:13][C:14]1[CH:27]=[CH:26][C:17]3[C@H:18]([CH2:21][C:22]([O:24]C)=[O:23])[CH2:19][O:20][C:16]=3[CH:15]=1)[CH2:10][CH2:9]2, predict the reaction product. The product is: [F:3][C:4]1[CH:5]=[CH:6][C:7]([C:28]2[C:33]([CH3:34])=[CH:32][C:31]([CH2:35][CH2:36][C:37]([OH:40])([CH3:38])[CH3:39])=[CH:30][C:29]=2[CH3:41])=[C:8]2[C:12]=1[C@H:11]([O:13][C:14]1[CH:27]=[CH:26][C:17]3[C@H:18]([CH2:21][C:22]([OH:24])=[O:23])[CH2:19][O:20][C:16]=3[CH:15]=1)[CH2:10][CH2:9]2. (3) Given the reactants [NH2:1][C:2]1[CH:7]=[CH:6][C:5]([C:8]2[C:16]3[C:11](=[N:12][CH:13]=[N:14][C:15]=3[NH2:17])[N:10]([CH:18]([CH3:20])[CH3:19])[N:9]=2)=[CH:4][CH:3]=1.C(N(CC)CC)C.Cl[CH2:29][CH2:30][S:31](Cl)(=[O:33])=[O:32].C(=O)(O)[O-].[Na+], predict the reaction product. The product is: [NH2:17][C:15]1[N:14]=[CH:13][N:12]=[C:11]2[N:10]([CH:18]([CH3:20])[CH3:19])[N:9]=[C:8]([C:5]3[CH:6]=[CH:7][C:2]([NH:1][S:31]([CH:30]=[CH2:29])(=[O:33])=[O:32])=[CH:3][CH:4]=3)[C:16]=12. (4) Given the reactants [Cl:1][C:2]1[CH:7]=[CH:6][C:5]([C:8]2[C:9]([C:24]#[C:25][C:26]3([OH:31])[CH2:30][CH2:29][CH2:28][CH2:27]3)=[N:10][CH:11]=[C:12]([CH:23]=2)[C:13]([NH:15][C@@H:16]2[CH2:21][CH2:20][CH2:19][CH2:18][C@H:17]2[OH:22])=[O:14])=[CH:4][CH:3]=1, predict the reaction product. The product is: [Cl:1][C:2]1[CH:3]=[CH:4][C:5]([C:8]2[C:9]([CH2:24][CH2:25][C:26]3([OH:31])[CH2:27][CH2:28][CH2:29][CH2:30]3)=[N:10][CH:11]=[C:12]([CH:23]=2)[C:13]([NH:15][C@@H:16]2[CH2:21][CH2:20][CH2:19][CH2:18][C@H:17]2[OH:22])=[O:14])=[CH:6][CH:7]=1. (5) The product is: [CH2:1]([C:5]1([CH2:31][CH2:32][CH2:33][CH3:34])[C:14]2[C:9](=[CH:10][C:11]([F:15])=[CH:12][CH:13]=2)[C:8]([OH:16])=[C:7]([C:17]2[NH:22][C:21]3[CH:23]=[CH:24][C:25](/[CH:37]=[CH:36]/[C:35]([NH2:39])=[O:38])=[CH:26][C:20]=3[S:19](=[O:29])(=[O:28])[N:18]=2)[C:6]1=[O:30])[CH2:2][CH2:3][CH3:4]. Given the reactants [CH2:1]([C:5]1([CH2:31][CH2:32][CH2:33][CH3:34])[C:14]2[C:9](=[CH:10][C:11]([F:15])=[CH:12][CH:13]=2)[C:8]([OH:16])=[C:7]([C:17]2[NH:22][C:21]3[CH:23]=[CH:24][C:25](I)=[CH:26][C:20]=3[S:19](=[O:29])(=[O:28])[N:18]=2)[C:6]1=[O:30])[CH2:2][CH2:3][CH3:4].[C:35]([NH2:39])(=[O:38])[CH:36]=[CH2:37].C(N(CC)CC)C, predict the reaction product.